Regression. Given two drug SMILES strings and cell line genomic features, predict the synergy score measuring deviation from expected non-interaction effect. From a dataset of NCI-60 drug combinations with 297,098 pairs across 59 cell lines. Drug 1: CCC1(CC2CC(C3=C(CCN(C2)C1)C4=CC=CC=C4N3)(C5=C(C=C6C(=C5)C78CCN9C7C(C=CC9)(C(C(C8N6C)(C(=O)OC)O)OC(=O)C)CC)OC)C(=O)OC)O.OS(=O)(=O)O. Cell line: M14. Synergy scores: CSS=32.5, Synergy_ZIP=0.778, Synergy_Bliss=0.350, Synergy_Loewe=0.349, Synergy_HSA=0.992. Drug 2: C1=NC2=C(N1)C(=S)N=CN2.